From a dataset of Full USPTO retrosynthesis dataset with 1.9M reactions from patents (1976-2016). Predict the reactants needed to synthesize the given product. (1) Given the product [CH2:1]([N:8]1[CH2:13][CH:12]2[CH:10]([CH:11]2[C:15]([O:17][CH2:18][CH3:19])=[O:16])[CH2:9]1)[C:2]1[CH:3]=[CH:4][CH:5]=[CH:6][CH:7]=1, predict the reactants needed to synthesize it. The reactants are: [CH2:1]([N:8]1[C:13](=O)[CH:12]2[CH:10]([CH:11]2[C:15]([O:17][CH2:18][CH3:19])=[O:16])[C:9]1=O)[C:2]1[CH:7]=[CH:6][CH:5]=[CH:4][CH:3]=1. (2) The reactants are: [OH:1][C:2]1[CH:3]=[C:4]([CH:21]=[CH:22][CH:23]=1)[O:5][CH2:6][C:7]1[C:12]([CH3:13])=[CH:11][CH:10]=[CH:9][C:8]=1[N:14]1[C:18](=[O:19])[N:17]([CH3:20])[N:16]=[N:15]1.[CH2:24](Br)[C:25]1[CH:30]=[CH:29][CH:28]=[CH:27][CH:26]=1.C(=O)([O-])[O-].[K+].[K+].C(#N)C. Given the product [CH2:24]([O:1][C:2]1[CH:3]=[C:4]([CH:21]=[CH:22][CH:23]=1)[O:5][CH2:6][C:7]1[C:12]([CH3:13])=[CH:11][CH:10]=[CH:9][C:8]=1[N:14]1[C:18](=[O:19])[N:17]([CH3:20])[N:16]=[N:15]1)[C:25]1[CH:30]=[CH:29][CH:28]=[CH:27][CH:26]=1, predict the reactants needed to synthesize it. (3) Given the product [Br:8][C:5]1[CH:6]=[CH:7][C:2]([NH:1][CH:12]=[N:10][OH:19])=[N:3][CH:4]=1, predict the reactants needed to synthesize it. The reactants are: [NH2:1][C:2]1[CH:7]=[CH:6][C:5]([Br:8])=[CH:4][N:3]=1.C[N:10]([CH:12](OC)OC)C.Cl.N[OH:19]. (4) The reactants are: [N+:1]([C:4]1[CH:12]=[CH:11][CH:10]=[C:9]2[C:5]=1[CH:6]=[N:7][NH:8]2)([O-:3])=[O:2].[C:13](=O)([O-])[O-].[K+].[K+].Cl.Cl[CH2:21][CH2:22][CH:23]1CCNCC1.[CH3:29][N:30]([CH:32]=O)[CH3:31]. Given the product [N+:1]([C:4]1[CH:12]=[CH:11][CH:10]=[C:9]2[C:5]=1[CH:6]=[N:7][N:8]2[CH2:13][CH2:29][N:30]1[CH2:32][CH2:23][CH2:22][CH2:21][CH2:31]1)([O-:3])=[O:2], predict the reactants needed to synthesize it. (5) Given the product [CH2:1]([N:8]1[C:16]2[C:11](=[CH:12][CH:13]=[C:14]([C:18]3[CH:23]=[CH:22][CH:21]=[CH:20][CH:19]=3)[CH:15]=2)[CH:10]=[CH:9]1)[C:2]1[CH:7]=[CH:6][CH:5]=[CH:4][CH:3]=1, predict the reactants needed to synthesize it. The reactants are: [CH2:1]([N:8]1[C:16]2[C:11](=[CH:12][CH:13]=[C:14](Br)[CH:15]=2)[CH:10]=[CH:9]1)[C:2]1[CH:7]=[CH:6][CH:5]=[CH:4][CH:3]=1.[C:18]1(B(O)O)[CH:23]=[CH:22][CH:21]=[CH:20][CH:19]=1.C(=O)([O-])[O-].[Na+].[Na+].C1(C)C=CC=CC=1. (6) Given the product [CH3:21][C@H:16]1[C@@H:15]([OH:14])[CH2:20][CH2:19][O:18][CH2:17]1.[C:1](=[S:4])([O-:3])[CH3:2], predict the reactants needed to synthesize it. The reactants are: [C:1](=[S:4])([O-:3])[CH3:2].C([O-])(=S)C.[K+].CS([O:14][C@H:15]1[CH2:20][CH2:19][O:18][CH2:17][C@H:16]1[CH3:21])(=O)=O. (7) Given the product [Br:20][C:17]1[CH:18]=[CH:19][C:12]2[O:11][CH2:10][CH2:9][C:8]3[S:7][C:6]([C:4]([NH:22][NH2:23])=[O:3])=[N:15][C:14]=3[C:13]=2[CH:16]=1, predict the reactants needed to synthesize it. The reactants are: C([O:3][C:4]([C:6]1[S:7][C:8]2[CH2:9][CH2:10][O:11][C:12]3[CH:19]=[CH:18][C:17]([Br:20])=[CH:16][C:13]=3[C:14]=2[N:15]=1)=O)C.O.[NH2:22][NH2:23].